Dataset: Forward reaction prediction with 1.9M reactions from USPTO patents (1976-2016). Task: Predict the product of the given reaction. (1) Given the reactants C(OC([NH:8][CH:9]1[CH2:14][CH2:13][C:12]([CH3:15])=[CH:11][CH2:10]1)=O)(C)(C)C.FC(F)(F)C(O)=O.[ClH:23], predict the reaction product. The product is: [ClH:23].[NH2:8][CH:9]1[CH2:14][CH2:13][C:12]([CH3:15])=[CH:11][CH2:10]1. (2) The product is: [C:1]([C:5]1[CH:10]=[CH:9][C:8]([S:11]([NH:14][C:15]2[CH:19]=[CH:18][S:17][C:16]=2[C:20]([OH:22])=[O:21])(=[O:13])=[O:12])=[C:7]([C:24]#[N:25])[CH:6]=1)([CH3:4])([CH3:2])[CH3:3]. Given the reactants [C:1]([C:5]1[CH:10]=[CH:9][C:8]([S:11]([NH:14][C:15]2[CH:19]=[CH:18][S:17][C:16]=2[C:20]([O:22]C)=[O:21])(=[O:13])=[O:12])=[C:7]([C:24]#[N:25])[CH:6]=1)([CH3:4])([CH3:3])[CH3:2].[OH-].[Li+], predict the reaction product. (3) Given the reactants [CH3:1]/[C:2](/[C:6]#[C:7][C:8]1[CH:13]=[C:12]([Cl:14])[CH:11]=[C:10]([Cl:15])[CH:9]=1)=[CH:3]\CO.C1(P(C2C=CC=CC=2)C2C=CC=CC=2)C=CC=CC=1.N([C:42]([O:44][CH2:45][CH3:46])=[O:43])=N[C:42]([O:44][CH2:45][CH3:46])=[O:43].C(OC(=O)[C@@H](OCC)CC1C=CC(O)=CC=1)C, predict the reaction product. The product is: [CH2:45]([O:44][C:42](=[O:43])/[CH:1]=[C:2](\[CH3:3])/[C:6]#[C:7][C:8]1[CH:9]=[C:10]([Cl:15])[CH:11]=[C:12]([Cl:14])[CH:13]=1)[CH3:46]. (4) Given the reactants [Br:1][C:2]1[CH:3]=[CH:4][C:5]([CH3:11])=[C:6]([CH:10]=1)C(O)=O.[CH3:12][N:13]([CH:15]=[O:16])C.[C:17](Cl)(=O)C(Cl)=O.NC1[C:34]([CH3:35])=[CH:33][C:27]([C:28]([O:30][CH2:31]C)=[O:29])=[CH:26][C:25]=1C.N1C=CC=CC=1, predict the reaction product. The product is: [Br:1][C:2]1[CH:10]=[CH:6][C:5]([CH3:11])=[C:4]([CH:3]=1)[C:15]([NH:13][C:12]1[C:26]([CH3:25])=[C:27]([CH:33]=[CH:34][C:35]=1[CH3:17])[C:28]([O:30][CH3:31])=[O:29])=[O:16]. (5) Given the reactants [OH:1][NH:2][C:3](=[O:21])[C@@H:4]([NH:9][C:10](=[O:20])[CH2:11][NH:12]C(=O)OC(C)(C)C)[CH2:5][CH2:6][S:7][CH3:8].[ClH:22], predict the reaction product. The product is: [ClH:22].[NH2:12][CH2:11][C:10]([NH:9][C@@H:4]([CH2:5][CH2:6][S:7][CH3:8])[C:3]([NH:2][OH:1])=[O:21])=[O:20]. (6) Given the reactants COC1C=CC(C[O:8][C:9]2[CH:14]=[CH:13][C:12]([C:15]3[CH:23]=[CH:22][CH:21]=[C:20]4[C:16]=3[CH:17]=[CH:18][N:19]4[Si](C(C)C)(C(C)C)C(C)C)=[CH:11][C:10]=2[C:34]([C:36]2[CH:37]=[N:38][CH:39]=[CH:40][CH:41]=2)=[O:35])=CC=1.C(O)(C(F)(F)F)=O.C([O-])(O)=O.[Na+], predict the reaction product. The product is: [OH:8][C:9]1[CH:14]=[CH:13][C:12]([C:15]2[CH:23]=[CH:22][CH:21]=[C:20]3[C:16]=2[CH:17]=[CH:18][NH:19]3)=[CH:11][C:10]=1[C:34]([C:36]1[CH:37]=[N:38][CH:39]=[CH:40][CH:41]=1)=[O:35]. (7) Given the reactants C(O[C:6](=O)[N:7]([C@@H:9]([C:21](=[O:37])[N:22]([C@@H:24]([C:32](=[O:36])[N:33]([CH3:35])[CH3:34])[CH2:25][C:26]1[CH:31]=[CH:30][CH:29]=[CH:28][CH:27]=1)[CH3:23])[CH2:10][C:11]1[CH:20]=[CH:19][C:18]2[C:13](=[CH:14][CH:15]=[CH:16][CH:17]=2)[CH:12]=1)C)(C)(C)C.C(=O)(O)[O-].[Na+], predict the reaction product. The product is: [CH3:35][N:33]([CH3:34])[C:32]([C@H:24]([N:22]([CH3:23])[C:21](=[O:37])[C@H:9]([NH:7][CH3:6])[CH2:10][C:11]1[CH:20]=[CH:19][C:18]2[C:13](=[CH:14][CH:15]=[CH:16][CH:17]=2)[CH:12]=1)[CH2:25][C:26]1[CH:31]=[CH:30][CH:29]=[CH:28][CH:27]=1)=[O:36].